From a dataset of Reaction yield outcomes from USPTO patents with 853,638 reactions. Predict the reaction yield, written as a fraction of the theoretical maximum amount of product (1.0 means a 100% yield; for example, 0.34 means a 34% yield). (1) The reactants are [H-].[Na+].[CH2:3]([O:10][C:11]1[CH:20]=[C:19]2[C:14]([C:15](=[O:21])[NH:16][CH:17]=[N:18]2)=[CH:13][C:12]=1[O:22][CH3:23])[C:4]1[CH:9]=[CH:8][CH:7]=[CH:6][CH:5]=1.[C:24]([O:30][CH2:31]Cl)(=[O:29])[C:25]([CH3:28])([CH3:27])[CH3:26].Cl. The catalyst is CN(C=O)C.C(OCC)(=O)C. The product is [CH2:3]([O:10][C:11]1[CH:20]=[C:19]2[C:14]([C:15](=[O:21])[N:16]([CH2:31][O:30][C:24](=[O:29])[C:25]([CH3:28])([CH3:27])[CH3:26])[CH:17]=[N:18]2)=[CH:13][C:12]=1[O:22][CH3:23])[C:4]1[CH:5]=[CH:6][CH:7]=[CH:8][CH:9]=1. The yield is 0.840. (2) The reactants are O=C1C2C(=CC=CC=2)C(=O)[N:3]1[C:12]1[N:13]=[N:14][N:15]([CH2:17][CH2:18][CH2:19][CH2:20][N:21]2[CH:25]=[C:24]([C:26]([NH:28][CH2:29][C:30]3[CH:35]=[CH:34][CH:33]=[C:32]([O:36][C:37]([F:40])([F:39])[F:38])[CH:31]=3)=[O:27])[N:23]=[N:22]2)[CH:16]=1.O.NN. The catalyst is CO. The product is [NH2:3][C:12]1[N:13]=[N:14][N:15]([CH2:17][CH2:18][CH2:19][CH2:20][N:21]2[CH:25]=[C:24]([C:26]([NH:28][CH2:29][C:30]3[CH:35]=[CH:34][CH:33]=[C:32]([O:36][C:37]([F:38])([F:40])[F:39])[CH:31]=3)=[O:27])[N:23]=[N:22]2)[CH:16]=1. The yield is 0.860. (3) The reactants are [F:1][C:2]1[CH:7]=[CH:6][C:5]([F:8])=[CH:4][C:3]=1[C@H:9]1[CH2:13][CH2:12][CH2:11][N:10]1[C:14]1[CH:19]=[CH:18][N:17]2[N:20]=[CH:21][CH:22]=[C:16]2[N:15]=1.[N+:23]([O-])([OH:25])=[O:24]. The catalyst is C(O)(C(F)(F)F)=O. The product is [F:1][C:2]1[CH:7]=[CH:6][C:5]([F:8])=[CH:4][C:3]=1[C@H:9]1[CH2:13][CH2:12][CH2:11][N:10]1[C:14]1[CH:19]=[CH:18][N:17]2[N:20]=[CH:21][C:22]([N+:23]([O-:25])=[O:24])=[C:16]2[N:15]=1. The yield is 0.580. (4) The reactants are CCOC(C)=O.Cl.[Cl:8][C:9]1[CH:14]=[CH:13][CH:12]=[CH:11][C:10]=1[N:15]1[C:19]([C:20]2[N:21]=[C:22]3[C:28]4[CH:29]=[CH:30][C:31]([C:33]5[CH:38]=[CH:37][C:36]([Cl:39])=[CH:35][CH:34]=5)=[CH:32][C:27]=4[O:26][CH2:25][CH2:24][N:23]3[CH:40]=2)=[N:18][C:17]([NH:41]C(=O)O)=[N:16]1. The catalyst is CCOC(C)=O. The product is [Cl:8][C:9]1[CH:14]=[CH:13][CH:12]=[CH:11][C:10]=1[N:15]1[C:19]([C:20]2[N:21]=[C:22]3[C:28]4[CH:29]=[CH:30][C:31]([C:33]5[CH:38]=[CH:37][C:36]([Cl:39])=[CH:35][CH:34]=5)=[CH:32][C:27]=4[O:26][CH2:25][CH2:24][N:23]3[CH:40]=2)=[N:18][C:17]([NH2:41])=[N:16]1. The yield is 0.340. (5) The reactants are [CH2:1]([O:8][C:9]([NH:11][C@@H:12]([CH2:16][C:17]1[CH:22]=[CH:21][C:20]([C:23]2[N:28]=[CH:27][C:26]([Br:29])=[CH:25][N:24]=2)=[CH:19][CH:18]=1)[C:13](O)=[O:14])=[O:10])[C:2]1[CH:7]=[CH:6][CH:5]=[CH:4][CH:3]=1.CCN(C(C)C)C(C)C.Cl.[NH:40]1[CH2:43][CH:42]([C:44]([O:46][C:47]([CH3:50])([CH3:49])[CH3:48])=[O:45])[CH2:41]1.CN(C(ON1N=NC2C=CC=NC1=2)=[N+](C)C)C.F[P-](F)(F)(F)(F)F. The catalyst is CN(C=O)C.C(=O)(O)[O-].[Na+].O.CC(=O)OCC. The product is [CH2:1]([O:8][C:9]([NH:11][C@@H:12]([CH2:16][C:17]1[CH:22]=[CH:21][C:20]([C:23]2[N:28]=[CH:27][C:26]([Br:29])=[CH:25][N:24]=2)=[CH:19][CH:18]=1)[C:13]([N:40]1[CH2:41][CH:42]([C:44]([O:46][C:47]([CH3:50])([CH3:49])[CH3:48])=[O:45])[CH2:43]1)=[O:14])=[O:10])[C:2]1[CH:7]=[CH:6][CH:5]=[CH:4][CH:3]=1. The yield is 0.600. (6) The reactants are [Br:1][C:2]1[CH:3]=[C:4]2[C:8](=[CH:9][CH:10]=1)[C:7](=[O:11])[NH:6][CH2:5]2.[C:12](O[C:12]([O:14][C:15]([CH3:18])([CH3:17])[CH3:16])=[O:13])([O:14][C:15]([CH3:18])([CH3:17])[CH3:16])=[O:13].C(OCC)(=O)C. The catalyst is CN(C)C1C=CN=CC=1.ClCCl. The product is [Br:1][C:2]1[CH:3]=[C:4]2[C:8](=[CH:9][CH:10]=1)[C:7](=[O:11])[N:6]([C:12]([O:14][C:15]([CH3:18])([CH3:17])[CH3:16])=[O:13])[CH2:5]2. The yield is 0.510.